From a dataset of Catalyst prediction with 721,799 reactions and 888 catalyst types from USPTO. Predict which catalyst facilitates the given reaction. (1) Reactant: [F:1][C:2]([F:14])([F:13])[CH2:3][O:4][C:5]1[CH:6]=[CH:7][C:8]([CH2:11][OH:12])=[N:9][CH:10]=1.C(N(CC)CC)C.[CH3:22][S:23](Cl)(=[O:25])=[O:24]. Product: [CH3:22][S:23]([O:12][CH2:11][C:8]1[CH:7]=[CH:6][C:5]([O:4][CH2:3][C:2]([F:1])([F:13])[F:14])=[CH:10][N:9]=1)(=[O:25])=[O:24]. The catalyst class is: 4. (2) Reactant: [C:1]1([S:11]([NH2:14])(=[O:13])=[O:12])[C:2]([S:7]([NH2:10])(=[O:9])=[O:8])=[CH:3][CH:4]=[CH:5][CH:6]=1.[Br:15][C:16]1[CH:24]=[CH:23][C:19]([C:20](O)=[O:21])=[CH:18][C:17]=1[F:25].Cl.CN(C)CCCN=C=NCC.O. Product: [Br:15][C:16]1[CH:24]=[CH:23][C:19]([C:20]([NH:10][S:7]([C:2]2[CH:3]=[CH:4][CH:5]=[CH:6][C:1]=2[S:11](=[O:13])(=[O:12])[NH2:14])(=[O:9])=[O:8])=[O:21])=[CH:18][C:17]=1[F:25]. The catalyst class is: 546. (3) Reactant: [C:1]([N:12]1[C@@H:16]([CH3:17])[C:15](=[O:18])OC1=O)(=[O:11])[CH2:2][CH2:3][CH2:4][CH2:5][CH2:6][CH2:7][CH2:8][CH2:9][CH3:10].[C:20]1([CH3:29])[CH:25]=[CH:24][C:23]([C@@H:26]([NH2:28])[CH3:27])=[CH:22][CH:21]=1.CN1CCOCC1. Product: [C:20]1([CH3:29])[CH:25]=[CH:24][C:23]([C@@H:26]([NH:28][C:15](=[O:18])[C@H:16]([CH3:17])[NH:12][C:1](=[O:11])[CH2:2][CH2:3][CH2:4][CH2:5][CH2:6][CH2:7][CH2:8][CH2:9][CH3:10])[CH3:27])=[CH:22][CH:21]=1. The catalyst class is: 7. (4) Reactant: COC1C=CC(C[N:8](CC2C=CC(OC)=CC=2)[C:9]2[C:18]3[N:19]=[C:20]([N:27]([CH3:31])[CH2:28][CH2:29][CH3:30])[N:21]([CH2:22][C:23]([CH3:26])([OH:25])[CH3:24])[C:17]=3[C:16]3[CH:15]=[CH:14][CH:13]=[CH:12][C:11]=3[N:10]=2)=CC=1.C(OCC)C. Product: [NH2:8][C:9]1[C:18]2[N:19]=[C:20]([N:27]([CH3:31])[CH2:28][CH2:29][CH3:30])[N:21]([CH2:22][C:23]([CH3:24])([OH:25])[CH3:26])[C:17]=2[C:16]2[CH:15]=[CH:14][CH:13]=[CH:12][C:11]=2[N:10]=1. The catalyst class is: 67. (5) Reactant: [CH2:1]([Li])[CH2:2][CH2:3]C.[F:6][C:7]1[CH:8]=[C:9]([CH2:15][C:16]([OH:18])=[O:17])[CH:10]=[C:11]([F:14])[C:12]=1[F:13].C(Br)C=C.[OH-].[Na+]. Product: [F:6][C:7]1[CH:8]=[C:9]([CH:15]([CH2:3][CH:2]=[CH2:1])[C:16]([OH:18])=[O:17])[CH:10]=[C:11]([F:14])[C:12]=1[F:13]. The catalyst class is: 165. (6) Reactant: [CH3:1][C:2]1[C:6]([C:7]2[CH:8]=[C:9](B3OC(C)(C)C(C)(C)O3)[C:10]3[NH:14][C:13](=[O:15])[NH:12][C:11]=3[CH:16]=2)=[C:5]([CH3:26])[O:4][N:3]=1.Br[C:28]1[N:32]([C:33]2[CH:38]=[CH:37][CH:36]=[CH:35][CH:34]=2)[N:31]=[CH:30][C:29]=1[CH3:39].COCCOC.C([O-])([O-])=O.[Cs+].[Cs+]. Product: [CH3:1][C:2]1[C:6]([C:7]2[CH:8]=[C:9]([C:28]3[N:32]([C:33]4[CH:38]=[CH:37][CH:36]=[CH:35][CH:34]=4)[N:31]=[CH:30][C:29]=3[CH3:39])[C:10]3[NH:14][C:13](=[O:15])[NH:12][C:11]=3[CH:16]=2)=[C:5]([CH3:26])[O:4][N:3]=1. The catalyst class is: 6.